From a dataset of Full USPTO retrosynthesis dataset with 1.9M reactions from patents (1976-2016). Predict the reactants needed to synthesize the given product. (1) Given the product [O:1]=[C:2]([N:9]1[CH2:15][CH2:14][CH2:13][N:12]([C:16]([N:18]2[CH2:19][CH2:20][C:21]3([CH2:25][N:24]([C:26]4[CH:31]=[CH:30][N:29]=[CH:28][CH:27]=4)[CH2:23][CH2:22]3)[CH2:32][CH2:33]2)=[O:17])[CH2:11][CH2:10]1)[CH2:3][C:4]([OH:6])=[O:5], predict the reactants needed to synthesize it. The reactants are: [O:1]=[C:2]([N:9]1[CH2:15][CH2:14][CH2:13][N:12]([C:16]([N:18]2[CH2:33][CH2:32][C:21]3([CH2:25][N:24]([C:26]4[CH:31]=[CH:30][N:29]=[CH:28][CH:27]=4)[CH2:23][CH2:22]3)[CH2:20][CH2:19]2)=[O:17])[CH2:11][CH2:10]1)[CH2:3][C:4]([O:6]CC)=[O:5].[Li+].[OH-].Cl. (2) Given the product [F:5][C:4]([F:6])([F:7])[C:3]([O:2][CH2:1][F:12])=[C:8]([F:9])[F:10], predict the reactants needed to synthesize it. The reactants are: [CH2:1]([F:12])[O:2][CH:3]([C:8](F)([F:10])[F:9])[C:4]([F:7])([F:6])[F:5].C(OCC)OCC. (3) The reactants are: [CH3:1][O:2][C:3](=[O:15])[C:4](=[N+]=[N-])[C:5]1[CH:10]=[CH:9][C:8]([Cl:11])=[C:7]([Cl:12])[CH:6]=1.ClCCl.[CH:19]1([OH:25])[CH2:24][CH2:23][CH2:22][CH:21]=[CH:20]1. Given the product [CH3:1][O:2][C:3](=[O:15])[CH:4]([O:25][CH:19]1[CH2:24][CH2:23][CH2:22][CH:21]=[CH:20]1)[C:5]1[CH:10]=[CH:9][C:8]([Cl:11])=[C:7]([Cl:12])[CH:6]=1, predict the reactants needed to synthesize it. (4) Given the product [Cl:13][C:4]1[C:5]([C:6]([O:8][CH3:9])=[O:7])=[CH:10][C:11]([I:12])=[C:2]2[C:3]=1[C:25]([S:26][CH3:27])=[CH:24][NH:1]2, predict the reactants needed to synthesize it. The reactants are: [NH2:1][C:2]1[C:11]([I:12])=[CH:10][C:5]([C:6]([O:8][CH3:9])=[O:7])=[C:4]([Cl:13])[CH:3]=1.C1C(=O)N(Cl)C(=O)C1.CO[CH:24](OC)[CH2:25][S:26][CH3:27].CCN(CC)CC. (5) The reactants are: [Cl:1][C:2]1[CH:3]=[C:4]([CH:6]=[CH:7][C:8]=1[O:9][C:10]1[C:19]2[C:14](=[CH:15][C:16]([O:22][CH3:23])=[C:17]([O:20][CH3:21])[CH:18]=2)[N:13]=[CH:12][CH:11]=1)[NH2:5].C(N(CC)CC)C.ClC(Cl)(O[C:35](=[O:41])OC(Cl)(Cl)Cl)Cl.[CH2:43]([N:45]([CH2:49][CH3:50])[CH2:46][CH2:47][NH2:48])[CH3:44]. Given the product [Cl:1][C:2]1[CH:3]=[C:4]([NH:5][C:35]([NH:48][CH2:47][CH2:46][N:45]([CH2:49][CH3:50])[CH2:43][CH3:44])=[O:41])[CH:6]=[CH:7][C:8]=1[O:9][C:10]1[C:19]2[C:14](=[CH:15][C:16]([O:22][CH3:23])=[C:17]([O:20][CH3:21])[CH:18]=2)[N:13]=[CH:12][CH:11]=1, predict the reactants needed to synthesize it. (6) Given the product [CH3:1][N:2]([S:26]([C:29]1[S:30][CH:31]=[CH:32][CH:33]=1)(=[O:28])=[O:27])[C:3]1[CH:4]=[CH:5][CH:6]=[C:7]2[C:11]=1[NH:10][C:9]([C:12]1[S:13][CH:14]([CH2:17][CH2:18][S:19][CH2:20][C:21]([OH:23])=[O:22])[CH2:15][N:16]=1)=[CH:8]2, predict the reactants needed to synthesize it. The reactants are: [CH3:1][N:2]([S:26]([C:29]1[S:30][CH:31]=[CH:32][CH:33]=1)(=[O:28])=[O:27])[C:3]1[CH:4]=[CH:5][CH:6]=[C:7]2[C:11]=1[NH:10][C:9]([C:12]1[S:13][CH:14]([CH2:17][CH2:18][S:19][CH2:20][C:21]([O:23]CC)=[O:22])[CH2:15][N:16]=1)=[CH:8]2.[OH-].[K+].Cl. (7) The reactants are: C[Si](C=[N+]=[N-])(C)C.C(O[C:13]([NH:15][CH2:16][C:17]1([C:20]([OH:22])=[O:21])[CH2:19][CH2:18]1)=O)(C)(C)C.[F:23][C:24]1[CH:31]=[CH:30][C:27](C=O)=[CH:26][CH:25]=1.[C:32]([O-])(=O)C.[Na+].C([BH3-])#N.[Na+]. Given the product [CH3:32][O:22][C:20]([C:17]1([CH2:16][NH:15][CH2:13][C:27]2[CH:30]=[CH:31][C:24]([F:23])=[CH:25][CH:26]=2)[CH2:18][CH2:19]1)=[O:21], predict the reactants needed to synthesize it.